This data is from Forward reaction prediction with 1.9M reactions from USPTO patents (1976-2016). The task is: Predict the product of the given reaction. (1) Given the reactants [C:1]([C:3](=[C:9]([OH:15])[CH:10]([CH2:13][CH3:14])[CH2:11][CH3:12])[C:4]([O:6][CH2:7][CH3:8])=[O:5])#[N:2].O(C)[Na].[Na].[C:20](Cl)(=[O:25])[C:21]([CH3:24])([CH3:23])[CH3:22], predict the reaction product. The product is: [C:1]([C:3](=[C:9]([O:15][C:20](=[O:25])[C:21]([CH3:24])([CH3:23])[CH3:22])[CH:10]([CH2:13][CH3:14])[CH2:11][CH3:12])[C:4]([O:6][CH2:7][CH3:8])=[O:5])#[N:2]. (2) Given the reactants [C:1]([O:5][C:6]([NH:8][CH:9]([C:13]1[CH:18]=[CH:17][C:16](C2C=CC=CC=2)=[CH:15][CH:14]=1)[C:10](O)=[O:11])=[O:7])([CH3:4])([CH3:3])[CH3:2].[CH2:25]([NH2:32])[C:26]1[CH:31]=[CH:30][CH:29]=[CH:28][CH:27]=1.[CH:33]1[CH:34]=[CH:35][C:36]2N(O)N=N[C:37]=2[CH:38]=1.C(Cl)CCl.CN1CCOCC1, predict the reaction product. The product is: [C:1]([O:5][C:6]([NH:8][CH:9]([C:13]1[CH:14]=[CH:15][C:16]([C:33]2[CH:34]=[CH:35][CH:36]=[CH:37][CH:38]=2)=[CH:17][CH:18]=1)[C:10]([NH:32][CH2:25][C:26]1[CH:31]=[CH:30][CH:29]=[CH:28][CH:27]=1)=[O:11])=[O:7])([CH3:4])([CH3:2])[CH3:3]. (3) Given the reactants [NH2:1][C:2]1[CH:3]=[C:4]([C:9]2[CH:10]=[CH:11][C:12]3[O:18][CH2:17][CH2:16][N:15]([C:19]([O:21][C:22]([CH3:25])([CH3:24])[CH3:23])=[O:20])[CH2:14][C:13]=3[CH:26]=2)[CH:5]=[CH:6][C:7]=1[NH2:8].[CH2:27]([O:34][C:35]([NH:37][C:38](=NC(OCC1C=CC=CC=1)=O)SC)=[O:36])[C:28]1[CH:33]=[CH:32][CH:31]=[CH:30][CH:29]=1, predict the reaction product. The product is: [C:28]1([CH2:27][O:34][C:35]([NH:37][C:38]2[NH:1][C:2]3[CH:3]=[C:4]([C:9]4[CH:10]=[CH:11][C:12]5[O:18][CH2:17][CH2:16][N:15]([C:19]([O:21][C:22]([CH3:23])([CH3:25])[CH3:24])=[O:20])[CH2:14][C:13]=5[CH:26]=4)[CH:5]=[CH:6][C:7]=3[N:8]=2)=[O:36])[CH:33]=[CH:32][CH:31]=[CH:30][CH:29]=1.